From a dataset of Catalyst prediction with 721,799 reactions and 888 catalyst types from USPTO. Predict which catalyst facilitates the given reaction. (1) Reactant: [N+:1]([C:4]1[CH:5]=[C:6]([CH:31]=[CH:32][CH:33]=1)[CH2:7][N:8]1[C:12]2[N:13]=[C:14]([NH2:30])[N:15]=[C:16]([C:17]3[N:21](COCC[Si](C)(C)C)[N:20]=[CH:19][CH:18]=3)[C:11]=2[N:10]=[N:9]1)([O-:3])=[O:2].[ClH:34]. Product: [ClH:34].[N+:1]([C:4]1[CH:5]=[C:6]([CH:31]=[CH:32][CH:33]=1)[CH2:7][N:8]1[C:12]2[N:13]=[C:14]([NH2:30])[N:15]=[C:16]([C:17]3[CH:18]=[CH:19][NH:20][N:21]=3)[C:11]=2[N:10]=[N:9]1)([O-:3])=[O:2]. The catalyst class is: 71. (2) Reactant: [OH-].[Na+].[C:3]([C:5]1[CH:10]=[CH:9][C:8]([N:11]2[C@@H:16]([CH3:17])[CH2:15][N:14]([C:18]([NH:20][C:21]3[CH:26]=[CH:25][N:24]=[C:23]([C:27]([O:29]CC)=[O:28])[CH:22]=3)=[O:19])[C@H:13]([CH3:32])[CH2:12]2)=[CH:7][C:6]=1[C:33]([F:36])([F:35])[F:34])#[N:4].Cl. Product: [C:3]([C:5]1[CH:10]=[CH:9][C:8]([N:11]2[C@@H:16]([CH3:17])[CH2:15][N:14]([C:18]([NH:20][C:21]3[CH:26]=[CH:25][N:24]=[C:23]([C:27]([OH:29])=[O:28])[CH:22]=3)=[O:19])[C@H:13]([CH3:32])[CH2:12]2)=[CH:7][C:6]=1[C:33]([F:35])([F:36])[F:34])#[N:4]. The catalyst class is: 1. (3) Reactant: [CH2:1]([O:8][C@@H:9]1[CH2:13][C@H:12]([OH:14])[C@@H:11]([C:15]2[N:19]([CH3:20])[N:18]=[CH:17][CH:16]=2)[CH2:10]1)[C:2]1[CH:7]=[CH:6][CH:5]=[CH:4][CH:3]=1.C(N(CC)CC)C.[C:28](Cl)(=[O:35])[C:29]1[CH:34]=[CH:33][CH:32]=[CH:31][CH:30]=1.O. Product: [C:28]([O:14][C@H:12]1[CH2:13][C@@H:9]([O:8][CH2:1][C:2]2[CH:3]=[CH:4][CH:5]=[CH:6][CH:7]=2)[CH2:10][C@@H:11]1[C:15]1[N:19]([CH3:20])[N:18]=[CH:17][CH:16]=1)(=[O:35])[C:29]1[CH:34]=[CH:33][CH:32]=[CH:31][CH:30]=1. The catalyst class is: 4. (4) Product: [F:1][C:2]1[CH:11]=[C:10]2[C:5]([C:6](=[O:21])[C:7]([C:16]([OH:18])=[O:17])=[CH:8][N:9]2[C@@H:12]2[CH2:14][C@@H:13]2[F:15])=[CH:4][CH:3]=1. Reactant: [F:1][C:2]1[CH:11]=[C:10]2[C:5]([C:6](=[O:21])[C:7]([C:16]([O:18]CC)=[O:17])=[CH:8][N:9]2[C@@H:12]2[CH2:14][C@@H:13]2[F:15])=[CH:4][CH:3]=1.Cl. The catalyst class is: 15.